This data is from Forward reaction prediction with 1.9M reactions from USPTO patents (1976-2016). The task is: Predict the product of the given reaction. (1) The product is: [CH3:13][N:14]1[CH2:19][CH2:18][N:17]([C:2]2[CH:7]=[CH:6][C:5]([N+:8]([O-:10])=[O:9])=[CH:4][CH:3]=2)[CH2:16][C@H:15]1[CH2:20][OH:21]. Given the reactants F[C:2]1[CH:7]=[CH:6][C:5]([N+:8]([O-:10])=[O:9])=[CH:4][CH:3]=1.Cl.Cl.[CH3:13][N:14]1[CH2:19][CH2:18][NH:17][CH2:16][C@H:15]1[CH2:20][OH:21].C(=O)([O-])[O-].[K+].[K+].CS(C)=O, predict the reaction product. (2) Given the reactants [OH:1][C@@H:2]([C@@H:23]([C:25]1[CH:26]=[C:27]([CH3:31])[CH:28]=[CH:29][CH:30]=1)[CH3:24])/[CH:3]=[CH:4]/[C@H:5]1[C@H:12]([O:13]C(=O)C2C=CC=CC=2)[CH2:11][C@H:10]2[C@@H:6]1[CH2:7][C:8](=[O:22])[O:9]2.C(=O)([O-])[O-].[K+].[K+].C(O)(=O)C, predict the reaction product. The product is: [OH:1][C@@H:2]([C@@H:23]([C:25]1[CH:26]=[C:27]([CH3:31])[CH:28]=[CH:29][CH:30]=1)[CH3:24])/[CH:3]=[CH:4]/[C@H:5]1[C@H:12]([OH:13])[CH2:11][C@H:10]2[C@@H:6]1[CH2:7][C:8](=[O:22])[O:9]2. (3) Given the reactants [F:1][C:2]1[CH:3]=[C:4]([C:8]2[C:9]([C:13]#[N:14])=[CH:10][NH:11][CH:12]=2)[CH:5]=[CH:6][CH:7]=1.[Cl:15]N1C(=O)CCC1=O.O.S([O-])([O-])(=O)=S.[Na+].[Na+], predict the reaction product. The product is: [Cl:15][C:12]1[NH:11][CH:10]=[C:9]([C:13]#[N:14])[C:8]=1[C:4]1[CH:5]=[CH:6][CH:7]=[C:2]([F:1])[CH:3]=1. (4) Given the reactants Br[C:2]1[C:13]2[O:12][C:9]3([CH2:11][CH2:10]3)[C:8](=[O:14])[NH:7][C:6]=2[CH:5]=[CH:4][CH:3]=1.[CH3:15][N:16]1[CH:21]=[C:20](B2OC(C)(C)C(C)(C)O2)[C:19]2[CH:31]=[CH:32][N:33]([S:34]([C:37]3[CH:42]=[CH:41][C:40]([CH3:43])=[CH:39][CH:38]=3)(=[O:36])=[O:35])[C:18]=2[C:17]1=[O:44].[F-].[Cs+].C(OCC)(=O)C, predict the reaction product. The product is: [CH3:15][N:16]1[CH:21]=[C:20]([C:2]2[C:13]3[O:12][C:9]4([CH2:11][CH2:10]4)[C:8](=[O:14])[NH:7][C:6]=3[CH:5]=[CH:4][CH:3]=2)[C:19]2[CH:31]=[CH:32][N:33]([S:34]([C:37]3[CH:42]=[CH:41][C:40]([CH3:43])=[CH:39][CH:38]=3)(=[O:36])=[O:35])[C:18]=2[C:17]1=[O:44]. (5) Given the reactants [BH4-].[Na+].[Br:3][C:4]1[CH:5]=[C:6]2[C:11](=[CH:12][CH:13]=1)[N:10]=[C:9]([O:14][CH3:15])[C:8]([CH:16]=[O:17])=[C:7]2[Cl:18], predict the reaction product. The product is: [Br:3][C:4]1[CH:5]=[C:6]2[C:11](=[CH:12][CH:13]=1)[N:10]=[C:9]([O:14][CH3:15])[C:8]([CH2:16][OH:17])=[C:7]2[Cl:18].